This data is from Forward reaction prediction with 1.9M reactions from USPTO patents (1976-2016). The task is: Predict the product of the given reaction. (1) Given the reactants [CH2:1]([N:8]1[CH2:13][CH2:12][N:11]([C:14]2[CH:15]=[C:16]3[C:20](=[CH:21][CH:22]=2)[N:19]([Si](C(C)C)(C(C)C)C(C)C)[N:18]=[CH:17]3)[CH:10]([CH2:33][CH:34]2[CH2:39][CH2:38][O:37][CH2:36][CH2:35]2)[C:9]1=O)[C:2]1[CH:7]=[CH:6][CH:5]=[CH:4][CH:3]=1.[H-].[H-].[H-].[H-].[Li+].[Al+3], predict the reaction product. The product is: [CH2:1]([N:8]1[CH2:13][CH2:12][N:11]([C:14]2[CH:15]=[C:16]3[C:20](=[CH:21][CH:22]=2)[NH:19][N:18]=[CH:17]3)[CH:10]([CH2:33][CH:34]2[CH2:39][CH2:38][O:37][CH2:36][CH2:35]2)[CH2:9]1)[C:2]1[CH:3]=[CH:4][CH:5]=[CH:6][CH:7]=1. (2) Given the reactants [NH2:1][C:2]1[S:3][C:4]2[CH:10]=[CH:9][CH:8]=[C:7]([O:11][CH3:12])[C:5]=2[N:6]=1.N1C=CC=CC=1.Cl[C:20]([O:22][CH3:23])=[O:21].Cl, predict the reaction product. The product is: [CH3:23][O:22][C:20](=[O:21])[NH:1][C:2]1[S:3][C:4]2[CH:10]=[CH:9][CH:8]=[C:7]([O:11][CH3:12])[C:5]=2[N:6]=1. (3) Given the reactants [F:1][CH:2]([F:22])[C:3]1[N:8]=[C:7]([NH:9][C@H:10]2[C:18]3[C:13](=[CH:14][CH:15]=[C:16]([CH3:19])[CH:17]=3)[CH2:12][C@@H:11]2[CH3:20])[N:6]=[C:5]([NH2:21])[N:4]=1.C[C:24](OC(C)=O)=[O:25], predict the reaction product. The product is: [F:22][CH:2]([F:1])[C:3]1[N:8]=[C:7]([NH:9][C@H:10]2[C:18]3[C:13](=[CH:14][CH:15]=[C:16]([CH3:19])[CH:17]=3)[CH2:12][C@@H:11]2[CH3:20])[N:6]=[C:5]([NH:21][CH:24]=[O:25])[N:4]=1. (4) Given the reactants [O:1]([C:8]1[CH:13]=[CH:12][C:11]([NH2:14])=[CH:10][CH:9]=1)[C:2]1[CH:7]=[CH:6][CH:5]=[CH:4][CH:3]=1.[CH3:15][CH2:16][N:17](C(C)C)C(C)C.BrCC#N, predict the reaction product. The product is: [O:1]([C:8]1[CH:9]=[CH:10][C:11]([NH:14][CH2:15][C:16]#[N:17])=[CH:12][CH:13]=1)[C:2]1[CH:7]=[CH:6][CH:5]=[CH:4][CH:3]=1. (5) Given the reactants [C:1]1(B(O)O)[CH:6]=[CH:5][CH:4]=[CH:3][CH:2]=1.[F-].[K+].Br[C:13]1[CH:20]=[CH:19][CH:18]=[CH:17][C:14]=1[CH2:15][OH:16], predict the reaction product. The product is: [OH:16][CH2:15][C:14]1[CH:17]=[CH:18][CH:19]=[CH:20][C:13]=1[C:1]1[CH:6]=[CH:5][CH:4]=[CH:3][CH:2]=1. (6) Given the reactants [F:1][C:2]1([C:12](OCC)=[O:13])[CH2:7][CH2:6][N:5]([CH:8]2[CH2:11][O:10][CH2:9]2)[CH2:4][CH2:3]1.[H-].[Al+3].[Li+].[H-].[H-].[H-], predict the reaction product. The product is: [F:1][C:2]1([CH2:12][OH:13])[CH2:3][CH2:4][N:5]([CH:8]2[CH2:9][O:10][CH2:11]2)[CH2:6][CH2:7]1. (7) Given the reactants CN[C@H]1CCCC[C@@H]1NC.P([O-])([O-])([O-])=O.[K+].[K+].[K+].I[C:20]1[CH:25]=[CH:24][C:23]([C:26]([F:29])([F:28])[F:27])=[CH:22][CH:21]=1.[NH:30]1[CH:34]=[CH:33][C:32]([C:35]([O:37][CH3:38])=[O:36])=[N:31]1, predict the reaction product. The product is: [F:27][C:26]([F:29])([F:28])[C:23]1[CH:24]=[CH:25][C:20]([N:30]2[CH:34]=[CH:33][C:32]([C:35]([O:37][CH3:38])=[O:36])=[N:31]2)=[CH:21][CH:22]=1. (8) Given the reactants [OH:1][C@H:2]([CH2:7][C@H:8](O)/[CH:9]=[CH:10]/[C:11]1[C:12]([CH:34]([CH3:36])[CH3:35])=[N:13][N:14]([C:26]2[CH:31]=[CH:30][N:29]=[C:28]([O:32][CH3:33])[N:27]=2)[C:15]=1[C:16]1[CH:21]=[CH:20][CH:19]=[C:18]([C:22]([F:25])([F:24])[F:23])[CH:17]=1)[CH2:3][C:4]([OH:6])=[O:5], predict the reaction product. The product is: [OH:1][C@@H:2]1[CH2:7][C@@H:8](/[CH:9]=[CH:10]/[C:11]2[C:12]([CH:34]([CH3:36])[CH3:35])=[N:13][N:14]([C:26]3[CH:31]=[CH:30][N:29]=[C:28]([O:32][CH3:33])[N:27]=3)[C:15]=2[C:16]2[CH:21]=[CH:20][CH:19]=[C:18]([C:22]([F:24])([F:25])[F:23])[CH:17]=2)[O:5][C:4](=[O:6])[CH2:3]1. (9) The product is: [Cl:18][C:5]1[C:6]([C:8]2[CH:9]=[N:10][C:11]([C:14]([F:17])([F:16])[F:15])=[N:12][CH:13]=2)=[CH:7][C:2]([C:19]([O:22][CH3:23])=[O:21])=[N:3][CH:4]=1. Given the reactants Cl[C:2]1[CH:7]=[C:6]([C:8]2[CH:9]=[N:10][C:11]([C:14]([F:17])([F:16])[F:15])=[N:12][CH:13]=2)[C:5]([Cl:18])=[CH:4][N:3]=1.[C:19]([O:22][CH2:23]C)(=[O:21])C, predict the reaction product. (10) Given the reactants [Cl:1][C:2]1[CH:7]=[CH:6][N:5]2[C:8](I)=[CH:9][N:10]=[C:4]2[CH:3]=1.[CH2:12]([O:14][C:15](=[O:27])[CH2:16][O:17][C:18]1[CH:23]=[CH:22][C:21](B(O)O)=[CH:20][CH:19]=1)[CH3:13].ClCCl.C(=O)([O-])[O-].[K+].[K+], predict the reaction product. The product is: [Cl:1][C:2]1[CH:7]=[CH:6][N:5]2[C:8]([C:21]3[CH:22]=[CH:23][C:18]([O:17][CH2:16][C:15]([O:14][CH2:12][CH3:13])=[O:27])=[CH:19][CH:20]=3)=[CH:9][N:10]=[C:4]2[CH:3]=1.